Dataset: NCI-60 drug combinations with 297,098 pairs across 59 cell lines. Task: Regression. Given two drug SMILES strings and cell line genomic features, predict the synergy score measuring deviation from expected non-interaction effect. (1) Drug 1: CN1CCC(CC1)COC2=C(C=C3C(=C2)N=CN=C3NC4=C(C=C(C=C4)Br)F)OC. Drug 2: C1CC(=O)NC(=O)C1N2C(=O)C3=CC=CC=C3C2=O. Cell line: HOP-92. Synergy scores: CSS=17.1, Synergy_ZIP=1.59, Synergy_Bliss=5.86, Synergy_Loewe=-12.0, Synergy_HSA=4.93. (2) Drug 1: COC1=C(C=C2C(=C1)N=CN=C2NC3=CC(=C(C=C3)F)Cl)OCCCN4CCOCC4. Drug 2: C1CNP(=O)(OC1)N(CCCl)CCCl. Cell line: SK-OV-3. Synergy scores: CSS=39.5, Synergy_ZIP=5.09, Synergy_Bliss=4.89, Synergy_Loewe=-32.9, Synergy_HSA=2.38. (3) Drug 1: C1C(C(OC1N2C=NC3=C(N=C(N=C32)Cl)N)CO)O. Drug 2: CC1CCCC2(C(O2)CC(NC(=O)CC(C(C(=O)C(C1O)C)(C)C)O)C(=CC3=CSC(=N3)C)C)C. Cell line: LOX IMVI. Synergy scores: CSS=49.1, Synergy_ZIP=-3.40, Synergy_Bliss=-2.81, Synergy_Loewe=-6.13, Synergy_HSA=-1.42. (4) Drug 2: CC1CCC2CC(C(=CC=CC=CC(CC(C(=O)C(C(C(=CC(C(=O)CC(OC(=O)C3CCCCN3C(=O)C(=O)C1(O2)O)C(C)CC4CCC(C(C4)OC)OCCO)C)C)O)OC)C)C)C)OC. Synergy scores: CSS=20.9, Synergy_ZIP=2.69, Synergy_Bliss=5.63, Synergy_Loewe=1.47, Synergy_HSA=4.61. Drug 1: C1=CN(C(=O)N=C1N)C2C(C(C(O2)CO)O)O.Cl. Cell line: MDA-MB-231. (5) Drug 2: CN(C(=O)NC(C=O)C(C(C(CO)O)O)O)N=O. Synergy scores: CSS=16.3, Synergy_ZIP=-1.84, Synergy_Bliss=4.31, Synergy_Loewe=1.44, Synergy_HSA=4.13. Cell line: NCI-H226. Drug 1: C1=CC(=CC=C1CCCC(=O)O)N(CCCl)CCCl. (6) Drug 1: CC12CCC3C(C1CCC2O)C(CC4=C3C=CC(=C4)O)CCCCCCCCCS(=O)CCCC(C(F)(F)F)(F)F. Drug 2: CC(C)(C#N)C1=CC(=CC(=C1)CN2C=NC=N2)C(C)(C)C#N. Cell line: RPMI-8226. Synergy scores: CSS=1.56, Synergy_ZIP=-1.64, Synergy_Bliss=-3.23, Synergy_Loewe=-9.17, Synergy_HSA=-3.65. (7) Drug 1: CN(CCCl)CCCl.Cl. Drug 2: CC1C(C(CC(O1)OC2CC(CC3=C2C(=C4C(=C3O)C(=O)C5=C(C4=O)C(=CC=C5)OC)O)(C(=O)CO)O)N)O.Cl. Cell line: NCI-H322M. Synergy scores: CSS=38.2, Synergy_ZIP=-5.74, Synergy_Bliss=-5.10, Synergy_Loewe=-14.0, Synergy_HSA=-3.09. (8) Drug 1: C1=CC(=CC=C1C#N)C(C2=CC=C(C=C2)C#N)N3C=NC=N3. Drug 2: CCN(CC)CCNC(=O)C1=C(NC(=C1C)C=C2C3=C(C=CC(=C3)F)NC2=O)C. Cell line: A549. Synergy scores: CSS=-3.25, Synergy_ZIP=3.06, Synergy_Bliss=1.05, Synergy_Loewe=-6.13, Synergy_HSA=-6.61. (9) Drug 1: CC1=C2C(C(=O)C3(C(CC4C(C3C(C(C2(C)C)(CC1OC(=O)C(C(C5=CC=CC=C5)NC(=O)C6=CC=CC=C6)O)O)OC(=O)C7=CC=CC=C7)(CO4)OC(=O)C)O)C)OC(=O)C. Drug 2: N.N.Cl[Pt+2]Cl. Cell line: EKVX. Synergy scores: CSS=9.76, Synergy_ZIP=-1.55, Synergy_Bliss=4.12, Synergy_Loewe=-4.28, Synergy_HSA=0.809.